This data is from Peptide-MHC class II binding affinity with 134,281 pairs from IEDB. The task is: Regression. Given a peptide amino acid sequence and an MHC pseudo amino acid sequence, predict their binding affinity value. This is MHC class II binding data. (1) The peptide sequence is HLRKVILSEISFHLV. The MHC is DRB1_0405 with pseudo-sequence DRB1_0405. The binding affinity (normalized) is 0.573. (2) The peptide sequence is AAATAGTTVKGAFAA. The MHC is HLA-DQA10102-DQB10602 with pseudo-sequence HLA-DQA10102-DQB10602. The binding affinity (normalized) is 0.714. (3) The peptide sequence is ACPGTSVIIDGNCDGKK. The MHC is HLA-DQA10501-DQB10302 with pseudo-sequence HLA-DQA10501-DQB10302. The binding affinity (normalized) is 0.416. (4) The peptide sequence is EKKYFAATQFEVLAA. The MHC is HLA-DQA10501-DQB10201 with pseudo-sequence HLA-DQA10501-DQB10201. The binding affinity (normalized) is 0.485. (5) The peptide sequence is VVMTSLALVGAALHP. The MHC is DRB1_1302 with pseudo-sequence DRB1_1302. The binding affinity (normalized) is 0.179. (6) The peptide sequence is HGSPTFWMGSHEVNG. The MHC is HLA-DQA10501-DQB10303 with pseudo-sequence HLA-DQA10501-DQB10303. The binding affinity (normalized) is 0.449. (7) The peptide sequence is LSPISNMVSMANNHM. The MHC is DRB1_0405 with pseudo-sequence DRB1_0405. The binding affinity (normalized) is 0.181. (8) The peptide sequence is FGQNTASIAATEAQY. The MHC is HLA-DQA10401-DQB10402 with pseudo-sequence HLA-DQA10401-DQB10402. The binding affinity (normalized) is 0.216. (9) The peptide sequence is QSDNTMGDVVQALTS. The MHC is DRB1_0101 with pseudo-sequence DRB1_0101. The binding affinity (normalized) is 0.545.